From a dataset of Catalyst prediction with 721,799 reactions and 888 catalyst types from USPTO. Predict which catalyst facilitates the given reaction. (1) Reactant: [N:1]([O-])=O.[Na+].[Br:5][C:6]1[CH:12]=[CH:11][C:9]([NH2:10])=[CH:8][C:7]=1[O:13][CH3:14].Cl.[C:16]([CH2:18][C:19]([NH2:21])=[O:20])#[N:17].O.O.O.C([O-])(=O)C.[Na+]. Product: [Br:5][C:6]1[CH:12]=[CH:11][C:9]([N:10]=[N:1][CH:18]([C:16]#[N:17])[C:19]([NH2:21])=[O:20])=[CH:8][C:7]=1[O:13][CH3:14]. The catalyst class is: 97. (2) Reactant: [CH3:1][S:2]([C:5]1[CH:10]=[CH:9][C:8]([CH2:11][C:12]([OH:14])=O)=[CH:7][CH:6]=1)(=[O:4])=[O:3].C(Cl)(=O)C(Cl)=O.[Br:21][C:22]1[C:23]([CH3:39])=[C:24]([C:29]2[CH:34]=[CH:33][CH:32]=[C:31]([C:35]([F:38])([F:37])[F:36])[CH:30]=2)[C:25]([NH2:28])=[N:26][CH:27]=1.C(N(CC)CC)C. Product: [Br:21][C:22]1[C:23]([CH3:39])=[C:24]([C:29]2[CH:34]=[CH:33][CH:32]=[C:31]([C:35]([F:38])([F:36])[F:37])[CH:30]=2)[C:25]([NH:28][C:12](=[O:14])[CH2:11][C:8]2[CH:7]=[CH:6][C:5]([S:2]([CH3:1])(=[O:3])=[O:4])=[CH:10][CH:9]=2)=[N:26][CH:27]=1. The catalyst class is: 59. (3) Reactant: [CH2:1]([O:4][C:5]1[CH:10]=[C:9]([CH3:11])[CH:8]=[CH:7][C:6]=1[C:12]1[C:17]([CH:18]([OH:24])[C:19]([O:21][CH2:22][CH3:23])=[O:20])=[C:16]([CH3:25])[N:15]=[C:14]2[S:26][C:27]3[CH2:32][CH2:31][CH2:30][CH2:29][C:28]=3[C:13]=12)[CH:2]=[CH2:3].C(O[C:37]([CH3:40])([CH3:39])[CH3:38])(=O)C.S(=O)(=O)(O)O. Product: [CH2:1]([O:4][C:5]1[CH:10]=[C:9]([CH3:11])[CH:8]=[CH:7][C:6]=1[C:12]1[C:17]([CH:18]([O:24][C:37]([CH3:40])([CH3:39])[CH3:38])[C:19]([O:21][CH2:22][CH3:23])=[O:20])=[C:16]([CH3:25])[N:15]=[C:14]2[S:26][C:27]3[CH2:32][CH2:31][CH2:30][CH2:29][C:28]=3[C:13]=12)[CH:2]=[CH2:3]. The catalyst class is: 4. (4) Reactant: Cl[C:2]1[N:3]=[CH:4][C:5]2[N:11]([CH3:12])[C:10](=[O:13])[CH2:9][CH2:8][N:7]([CH:14]([CH3:16])[CH3:15])[C:6]=2[N:17]=1.[NH2:18][C:19]1[CH:27]=[CH:26][C:22]([C:23]([OH:25])=[O:24])=[CH:21][C:20]=1[O:28][CH3:29].C(O)C. Product: [CH:14]([N:7]1[CH2:8][CH2:9][C:10](=[O:13])[N:11]([CH3:12])[C:5]2[CH:4]=[N:3][C:2]([NH:18][C:19]3[CH:27]=[CH:26][C:22]([C:23]([OH:25])=[O:24])=[CH:21][C:20]=3[O:28][CH3:29])=[N:17][C:6]1=2)([CH3:16])[CH3:15]. The catalyst class is: 126. (5) Reactant: [Cl:1][C:2]1[C:10]2[N:9]=[C:8]3[N:11]([C:15]4[CH:20]=[CH:19][C:18]([Cl:21])=[CH:17][C:16]=4[Cl:22])[CH2:12][CH2:13][CH2:14][N:7]3[C:6]=2[C:5]([CH:23]([OH:27])[CH:24]([CH3:26])[CH3:25])=[CH:4][CH:3]=1.[H-].[Na+].[CH3:30]I. Product: [Cl:1][C:2]1[C:10]2[N:9]=[C:8]3[N:11]([C:15]4[CH:20]=[CH:19][C:18]([Cl:21])=[CH:17][C:16]=4[Cl:22])[CH2:12][CH2:13][CH2:14][N:7]3[C:6]=2[C:5]([CH:23]([O:27][CH3:30])[CH:24]([CH3:25])[CH3:26])=[CH:4][CH:3]=1. The catalyst class is: 9.